This data is from Reaction yield outcomes from USPTO patents with 853,638 reactions. The task is: Predict the reaction yield, written as a fraction of the theoretical maximum amount of product (1.0 means a 100% yield; for example, 0.34 means a 34% yield). (1) The reactants are [Br:1][C:2]1[CH:3]=[C:4]([CH:8]2[CH2:11][CH:10]([CH2:12][CH2:13][OH:14])[CH2:9]2)[CH:5]=[CH:6][CH:7]=1.[OH-].[Na+].[CH3:17]OS(OC)(=O)=O. The catalyst is C(OCC)C.[I-].C([N+](CCCC)(CCCC)CCCC)CCC. The product is [Br:1][C:2]1[CH:7]=[CH:6][CH:5]=[C:4]([CH:8]2[CH2:9][CH:10]([CH2:12][CH2:13][O:14][CH3:17])[CH2:11]2)[CH:3]=1. The yield is 0.740. (2) The reactants are [CH3:1][N:2]([C@H:16]1[CH2:21][CH2:20][C@H:19]([C:22]#[C:23][CH2:24][N:25]([CH3:29])[CH2:26][CH2:27][CH3:28])[CH2:18][CH2:17]1)[S:3]([C:6]1[CH:11]=[CH:10][C:9]([NH:12]C(=O)C)=[CH:8][CH:7]=1)(=[O:5])=[O:4].C[O-].[Na+]. The catalyst is CO. The product is [NH2:12][C:9]1[CH:8]=[CH:7][C:6]([S:3]([N:2]([CH3:1])[C@H:16]2[CH2:17][CH2:18][C@H:19]([C:22]#[C:23][CH2:24][N:25]([CH3:29])[CH2:26][CH2:27][CH3:28])[CH2:20][CH2:21]2)(=[O:5])=[O:4])=[CH:11][CH:10]=1. The yield is 0.820. (3) The reactants are [S:1]1[CH:5]=[C:4]([CH2:6][NH:7][C@@H:8]([CH3:16])[CH:9]([O:13][CH2:14][CH3:15])[O:10][CH2:11][CH3:12])[C:3]2[CH:17]=[CH:18][CH:19]=[CH:20][C:2]1=2.[CH:21]1[C:33]2[CH:32]([CH2:34][O:35][C:36]([NH:38][C@@H:39]([CH2:43][C:44]3[CH:49]=[CH:48][C:47]([O:50][C:51]([CH3:54])([CH3:53])[CH3:52])=[CH:46][CH:45]=3)[C:40](O)=[O:41])=[O:37])[C:31]3[C:26](=[CH:27][CH:28]=[CH:29][CH:30]=3)[C:25]=2[CH:24]=[CH:23][CH:22]=1. No catalyst specified. The product is [S:1]1[CH:5]=[C:4]([CH2:6][N:7]([C@@H:8]([CH3:16])[CH:9]([O:10][CH2:11][CH3:12])[O:13][CH2:14][CH3:15])[C:40](=[O:41])[C@@H:39]([NH:38][C:36](=[O:37])[O:35][CH2:34][CH:32]2[C:33]3[CH:21]=[CH:22][CH:23]=[CH:24][C:25]=3[C:26]3[C:31]2=[CH:30][CH:29]=[CH:28][CH:27]=3)[CH2:43][C:44]2[CH:49]=[CH:48][C:47]([O:50][C:51]([CH3:54])([CH3:53])[CH3:52])=[CH:46][CH:45]=2)[C:3]2[CH:17]=[CH:18][CH:19]=[CH:20][C:2]1=2. The yield is 0.590.